This data is from Blood-brain barrier permeability classification from the B3DB database. The task is: Regression/Classification. Given a drug SMILES string, predict its absorption, distribution, metabolism, or excretion properties. Task type varies by dataset: regression for continuous measurements (e.g., permeability, clearance, half-life) or binary classification for categorical outcomes (e.g., BBB penetration, CYP inhibition). Dataset: b3db_classification. (1) The drug is COc1c(C)c2c(c(O)c1C/C=C(\C)CCC(=O)OCCN1CCOCC1)C(=O)OC2. The result is 0 (does not penetrate BBB). (2) The drug is O=C1NCN(c2ccccc2)C12CCN(C[C@H]1COc3ccccc3O1)CC2. The result is 1 (penetrates BBB). (3) The drug is Cc1cccc(Cl)c1NC(=O)/C=C1/SCC(=O)N1C. The result is 1 (penetrates BBB).